From a dataset of Catalyst prediction with 721,799 reactions and 888 catalyst types from USPTO. Predict which catalyst facilitates the given reaction. (1) Reactant: [NH2:1][C:2]1[N:6]([C:7]2[CH:12]=[CH:11][C:10]([F:13])=[CH:9][CH:8]=2)[N:5]=[CH:4][C:3]=1[C:14]([C:16]1[CH:21]=[CH:20][CH:19]=[C:18]([OH:22])[CH:17]=1)=[O:15].[CH2:23]([O:25][CH:26]([O:29][CH2:30][CH3:31])[CH2:27]Br)[CH3:24].C(=O)([O-])[O-].[K+].[K+]. Product: [NH2:1][C:2]1[N:6]([C:7]2[CH:12]=[CH:11][C:10]([F:13])=[CH:9][CH:8]=2)[N:5]=[CH:4][C:3]=1[C:14]([C:16]1[CH:21]=[CH:20][CH:19]=[C:18]([O:22][CH2:27][CH:26]([O:29][CH2:30][CH3:31])[O:25][CH2:23][CH3:24])[CH:17]=1)=[O:15]. The catalyst class is: 41. (2) Reactant: [Cl:1][C:2]1[CH:7]=[CH:6][C:5]([C:8]2([CH2:14][OH:15])[CH2:13][CH2:12][NH:11][CH2:10][CH2:9]2)=[CH:4][CH:3]=1.[Cl:16][C:17]1[C:18]([C:27]([F:30])([F:29])[F:28])=[N:19][N:20]([CH2:23][C:24](O)=[O:25])[C:21]=1[CH3:22].F[P-](F)(F)(F)(F)F.N1(O[P+](N(C)C)(N(C)C)N(C)C)C2C=CC=CC=2N=N1. Product: [Cl:16][C:17]1[C:18]([C:27]([F:29])([F:28])[F:30])=[N:19][N:20]([CH2:23][C:24]([N:11]2[CH2:12][CH2:13][C:8]([C:5]3[CH:6]=[CH:7][C:2]([Cl:1])=[CH:3][CH:4]=3)([CH2:14][OH:15])[CH2:9][CH2:10]2)=[O:25])[C:21]=1[CH3:22]. The catalyst class is: 37. (3) Reactant: [OH:1][CH2:2][C:3]1[CH:4]=[CH:5][C:6]2[N:7]([C:9]([C:12]([O:14][CH2:15][CH3:16])=[O:13])=[CH:10][N:11]=2)[CH:8]=1.N1C=CN=C1.[CH3:22][CH:23]([Si:25](Cl)([CH:29]([CH3:31])[CH3:30])[CH:26]([CH3:28])[CH3:27])[CH3:24]. Product: [CH:23]([Si:25]([CH:29]([CH3:31])[CH3:30])([CH:26]([CH3:28])[CH3:27])[O:1][CH2:2][C:3]1[CH:4]=[CH:5][C:6]2[N:7]([C:9]([C:12]([O:14][CH2:15][CH3:16])=[O:13])=[CH:10][N:11]=2)[CH:8]=1)([CH3:24])[CH3:22]. The catalyst class is: 166. (4) Reactant: Br[C:2]1[CH:3]=[C:4]([O:11]C)[C:5]([O:8]CC)=[N:6][CH:7]=1.[C:13]1(B(O)O)[CH2:18][CH2:17][CH2:16][CH2:15][CH:14]=1.C([O-])([O-])=O.[K+].[K+]. Product: [CH:13]1([C:2]2[CH:3]=[C:4]([OH:11])[C:5](=[O:8])[NH:6][CH:7]=2)[CH2:18][CH2:17][CH2:16][CH2:15][CH2:14]1. The catalyst class is: 70. (5) Reactant: [C:1]([O:5][C:6]([N:8]([CH2:21][CH2:22][NH:23][C:24]([O:26][C:27]([CH3:30])([CH3:29])[CH3:28])=[O:25])[C:9]1[CH:14]=[CH:13][C:12]([CH2:15][C:16]([O:18]C)=[O:17])=[CH:11][N+:10]=1[O-:20])=[O:7])([CH3:4])([CH3:3])[CH3:2].[OH-].[Na+].Cl. Product: [C:1]([O:5][C:6]([N:8]([CH2:21][CH2:22][NH:23][C:24]([O:26][C:27]([CH3:30])([CH3:29])[CH3:28])=[O:25])[C:9]1[CH:14]=[CH:13][C:12]([CH2:15][C:16]([OH:18])=[O:17])=[CH:11][N+:10]=1[O-:20])=[O:7])([CH3:3])([CH3:4])[CH3:2]. The catalyst class is: 92. (6) Reactant: [Si:1]([O:8][CH2:9][CH2:10][CH2:11][O:12][C:13]1[CH:14]=[C:15]2[C:19](=[CH:20][CH:21]=1)[NH:18][CH:17]=[CH:16]2)([C:4]([CH3:7])([CH3:6])[CH3:5])([CH3:3])[CH3:2].[CH3:22][C:23](C)([O-])[CH3:24].[K+].IC(C)C. Product: [Si:1]([O:8][CH2:9][CH2:10][CH2:11][O:12][C:13]1[CH:14]=[C:15]2[C:19](=[CH:20][CH:21]=1)[N:18]([CH:23]([CH3:24])[CH3:22])[CH:17]=[CH:16]2)([C:4]([CH3:6])([CH3:7])[CH3:5])([CH3:3])[CH3:2]. The catalyst class is: 42. (7) Reactant: [C:1]([O:5][C:6]([N:8]1[CH2:13][CH2:12][CH:11]([C:14]([NH:16][NH:17][C:18](=[O:21])[CH2:19][Cl:20])=O)[CH2:10][CH2:9]1)=[O:7])([CH3:4])([CH3:3])[CH3:2].N1C=CC=CC=1.FC(F)(F)C(OC(=O)C(F)(F)F)=O. Product: [C:1]([O:5][C:6]([N:8]1[CH2:9][CH2:10][CH:11]([C:14]2[O:21][C:18]([CH2:19][Cl:20])=[N:17][N:16]=2)[CH2:12][CH2:13]1)=[O:7])([CH3:2])([CH3:3])[CH3:4]. The catalyst class is: 4. (8) Reactant: [NH2:1][CH2:2][C:3]1[CH:11]=[CH:10][C:6]([C:7]([OH:9])=[O:8])=[CH:5][CH:4]=1.Cl[Si](C)(C)[CH3:14]. Product: [NH2:1][CH2:2][C:3]1[CH:4]=[CH:5][C:6]([C:7]([O:9][CH3:14])=[O:8])=[CH:10][CH:11]=1. The catalyst class is: 5. (9) Reactant: [F:1][C:2]1[CH:7]=[CH:6][C:5]([O:8][S:9]([CH3:12])(=[O:11])=[O:10])=[C:4]([CH2:13][OH:14])[CH:3]=1.[N+:15]([O-:18])(O)=[O:16]. Product: [F:1][C:2]1[C:7]([N+:15]([O-:18])=[O:16])=[CH:6][C:5]([O:8][S:9]([CH3:12])(=[O:11])=[O:10])=[C:4]([CH2:13][O:14][S:9]([OH:11])(=[O:10])=[O:8])[CH:3]=1. The catalyst class is: 65. (10) Reactant: [Cl:1][C:2]1[CH:3]=[C:4]([CH:20]=[CH:21][C:22]=1[Cl:23])[CH2:5][NH:6][C:7]([C:9]([NH:12][C:13](=[O:19])[O:14][C:15]([CH3:18])([CH3:17])[CH3:16])([CH3:11])[CH3:10])=O.B.O1CCCC1.CO. Product: [Cl:1][C:2]1[CH:3]=[C:4]([CH:20]=[CH:21][C:22]=1[Cl:23])[CH2:5][NH:6][CH2:7][C:9]([NH:12][C:13](=[O:19])[O:14][C:15]([CH3:18])([CH3:16])[CH3:17])([CH3:10])[CH3:11]. The catalyst class is: 7.